This data is from Peptide-MHC class II binding affinity with 134,281 pairs from IEDB. The task is: Regression. Given a peptide amino acid sequence and an MHC pseudo amino acid sequence, predict their binding affinity value. This is MHC class II binding data. (1) The peptide sequence is EDLVRAYHAMSSTHE. The MHC is HLA-DPA10103-DPB10401 with pseudo-sequence HLA-DPA10103-DPB10401. The binding affinity (normalized) is 0.172. (2) The peptide sequence is QRGVGVAQGGVFHTM. The MHC is HLA-DQA10201-DQB10402 with pseudo-sequence HLA-DQA10201-DQB10402. The binding affinity (normalized) is 0.284. (3) The peptide sequence is GKSTRSTTDSGKVIP. The binding affinity (normalized) is 0. The MHC is DRB1_1301 with pseudo-sequence DRB1_1301. (4) The peptide sequence is VGVYRAVTPQGRPDA. The MHC is HLA-DQA10301-DQB10302 with pseudo-sequence HLA-DQA10301-DQB10302. The binding affinity (normalized) is 0.160. (5) The peptide sequence is MNYYGKQENWYSLKK. The MHC is DRB1_0405 with pseudo-sequence DRB1_0405. The binding affinity (normalized) is 0.475. (6) The peptide sequence is SIDLELSWNLNGLQAY. The MHC is DRB1_0802 with pseudo-sequence DRB1_0802. The binding affinity (normalized) is 0.558. (7) The peptide sequence is TLVSAVAANELGMLED. The binding affinity (normalized) is 0. The MHC is DRB3_0202 with pseudo-sequence DRB3_0202.